From a dataset of Full USPTO retrosynthesis dataset with 1.9M reactions from patents (1976-2016). Predict the reactants needed to synthesize the given product. (1) Given the product [C:1]([O:5][C:6]([N:8]1[CH2:13][CH2:12][CH:11]([NH:20][C:19]2[CH:21]=[CH:22][C:16]([F:15])=[CH:17][CH:18]=2)[CH2:10][CH2:9]1)=[O:7])([CH3:4])([CH3:3])[CH3:2], predict the reactants needed to synthesize it. The reactants are: [C:1]([O:5][C:6]([N:8]1[CH2:13][CH2:12][C:11](=O)[CH2:10][CH2:9]1)=[O:7])([CH3:4])([CH3:3])[CH3:2].[F:15][C:16]1[CH:22]=[CH:21][C:19]([NH2:20])=[CH:18][CH:17]=1. (2) Given the product [C:14]([O-:27])(=[O:26])[CH2:15][CH2:16][CH2:17][CH2:18][CH2:19][CH2:20][CH2:21][CH2:22][C:23]([O-:25])=[O:24].[Al+3:5].[C:14]([O-:27])(=[O:26])[CH2:15][CH2:16][CH2:17][CH2:18][CH2:19][CH2:20][CH2:21][CH2:22][C:23]([O-:25])=[O:24].[C:14]([O-:27])(=[O:26])[CH2:15][CH2:16][CH2:17][CH2:18][CH2:19][CH2:20][CH2:21][CH2:22][C:23]([O-:25])=[O:24].[Al+3:5], predict the reactants needed to synthesize it. The reactants are: [N+]([O-])([O-])=O.[Al+3:5].[N+]([O-])([O-])=O.[N+]([O-])([O-])=O.[C:14]([O-:27])(=[O:26])[CH2:15][CH2:16][CH2:17][CH2:18][CH2:19][CH2:20][CH2:21][CH2:22][C:23]([O-:25])=[O:24].[Na+].[Na+].[Al]. (3) Given the product [CH:12]([C:15]1[N:16]([C:2]2[CH:3]=[C:4]([CH:9]=[CH:10][N:11]=2)[C:5]([OH:7])=[O:6])[CH:17]=[CH:18][N:19]=1)([CH3:14])[CH3:13], predict the reactants needed to synthesize it. The reactants are: Br[C:2]1[CH:3]=[C:4]([CH:9]=[CH:10][N:11]=1)[C:5]([O:7]C)=[O:6].[CH:12]([C:15]1[NH:16][CH:17]=[CH:18][N:19]=1)([CH3:14])[CH3:13].C(=O)([O-])[O-].[Cs+].[Cs+].